Dataset: Catalyst prediction with 721,799 reactions and 888 catalyst types from USPTO. Task: Predict which catalyst facilitates the given reaction. (1) Reactant: [CH3:1][N:2]1[C:6]([CH:7]=O)=[CH:5][N:4]=[CH:3]1.[NH:9]1[CH:13]=[CH:12][CH:11]=[CH:10]1. Product: [CH3:1][N:2]1[C:6]([C:7]2[C:13]3[NH:9][C:10]([C:7]([C:6]4[N:2]([CH3:1])[CH:3]=[N:4][CH:5]=4)=[C:10]4[N:9]=[C:13]([C:7]([C:6]5[N:2]([CH3:1])[CH:3]=[N:4][CH:5]=5)=[C:10]5[NH:9][C:13](=[C:7]([C:6]6[N:2]([CH3:1])[CH:3]=[N:4][CH:5]=6)[C:10]6[CH:11]=[CH:12][C:13]=2[N:9]=6)[CH:12]=[CH:11]5)[CH:12]=[CH:11]4)=[CH:11][CH:12]=3)=[CH:5][N:4]=[CH:3]1. The catalyst class is: 796. (2) Reactant: [Li+].[OH-].C[O:4][C:5](=[O:14])[C:6]1[CH:11]=[CH:10][C:9]([C:12]#[CH:13])=[CH:8][CH:7]=1.O. Product: [C:12]([C:9]1[CH:10]=[CH:11][C:6]([C:5]([OH:14])=[O:4])=[CH:7][CH:8]=1)#[CH:13]. The catalyst class is: 24.